From a dataset of Forward reaction prediction with 1.9M reactions from USPTO patents (1976-2016). Predict the product of the given reaction. (1) Given the reactants [N+:1]([C:4]1[CH:5]=[CH:6][C:7]2[O:11][C:10]([C:12]3[CH:17]=[CH:16][N:15]=[CH:14][CH:13]=3)=[N:9][C:8]=2[CH:18]=1)([O-])=O, predict the reaction product. The product is: [NH2:1][C:4]1[CH:5]=[CH:6][C:7]2[O:11][C:10]([C:12]3[CH:13]=[CH:14][N:15]=[CH:16][CH:17]=3)=[N:9][C:8]=2[CH:18]=1. (2) Given the reactants [Br:1][C:2]1[CH:3]=[C:4]([CH:9]=[CH:10][C:11]=1[OH:12])[C:5]([O:7][CH3:8])=[O:6].N1C=CC=CC=1.[C:19](Cl)(=[O:21])[CH3:20].Cl, predict the reaction product. The product is: [C:19]([O:12][C:11]1[CH:10]=[CH:9][C:4]([C:5]([O:7][CH3:8])=[O:6])=[CH:3][C:2]=1[Br:1])(=[O:21])[CH3:20].